Dataset: Forward reaction prediction with 1.9M reactions from USPTO patents (1976-2016). Task: Predict the product of the given reaction. (1) Given the reactants [C:1]([C:3]1[CH:8]=[CH:7][CH:6]=[CH:5][C:4]=1[C:9]1[CH:10]=[CH:11][C:12](/[CH:15]=[CH:16]/[C@@H:17]2[C@H:25]3[C@:21]([NH:28][CH2:29][C:30](O)=[O:31])([C:22](=[O:27])[O:23][C@@H:24]3[CH3:26])[CH2:20][C:19]([F:34])([F:33])[C@H:18]2[CH3:35])=[N:13][CH:14]=1)#[N:2].C[N:37](C(ON1N=NC2C=CC=NC1=2)=[N+](C)C)C.F[P-](F)(F)(F)(F)F.N, predict the reaction product. The product is: [C:1]([C:3]1[CH:8]=[CH:7][CH:6]=[CH:5][C:4]=1[C:9]1[CH:10]=[CH:11][C:12](/[CH:15]=[CH:16]/[C@@H:17]2[C@H:25]3[C@:21]([NH:28][CH2:29][C:30]([NH2:37])=[O:31])([C:22](=[O:27])[O:23][C@@H:24]3[CH3:26])[CH2:20][C:19]([F:33])([F:34])[C@H:18]2[CH3:35])=[N:13][CH:14]=1)#[N:2]. (2) Given the reactants [NH2:1][CH:2]1[CH2:6][N:5]([CH2:7][C:8]2[CH:13]=[CH:12][CH:11]=[CH:10][CH:9]=2)[CH:4]([C:14]([N:16]2[CH2:21][CH2:20][N:19]([C:22]3[CH:29]=[CH:28][CH:27]=[CH:26][C:23]=3[C:24]#[N:25])[CH2:18][CH2:17]2)=[O:15])[CH2:3]1.[CH3:30][O:31][C:32]1[CH:33]=[C:34]([CH:38]=[CH:39][CH:40]=1)[C:35](Cl)=[O:36], predict the reaction product. The product is: [CH2:7]([N:5]1[C@H:4]([C:14]([N:16]2[CH2:17][CH2:18][N:19]([C:22]3[CH:29]=[CH:28][CH:27]=[CH:26][C:23]=3[C:24]#[N:25])[CH2:20][CH2:21]2)=[O:15])[CH2:3][C@H:2]([NH:1][C:35](=[O:36])[C:34]2[CH:38]=[CH:39][CH:40]=[C:32]([O:31][CH3:30])[CH:33]=2)[CH2:6]1)[C:8]1[CH:13]=[CH:12][CH:11]=[CH:10][CH:9]=1. (3) Given the reactants [CH2:1]([C:3]1[C:12]([C:13]2[CH:18]=[CH:17][CH:16]=[CH:15][CH:14]=2)=[C:11]([C:19]([O:21][CH3:22])=[O:20])[C:10]2[C:5](=[CH:6][CH:7]=[C:8]([F:23])[CH:9]=2)[N:4]=1)[CH3:2].[Br:24]N1C(C)(C)C(=O)N(Br)C1=O.C(OOC(=O)C1C=CC=CC=1)(=O)C1C=CC=CC=1.C(=O)(O)[O-].[Na+], predict the reaction product. The product is: [Br:24][CH:1]([C:3]1[C:12]([C:13]2[CH:18]=[CH:17][CH:16]=[CH:15][CH:14]=2)=[C:11]([C:19]([O:21][CH3:22])=[O:20])[C:10]2[C:5](=[CH:6][CH:7]=[C:8]([F:23])[CH:9]=2)[N:4]=1)[CH3:2]. (4) Given the reactants [F:1][C:2]1[CH:7]=[CH:6][C:5]([C:8]2[CH:13]=[CH:12][N:11]=[CH:10][C:9]=2[N:14]([CH3:28])[C:15](=[O:27])[C:16]2[CH:21]=[C:20]([C:22]([F:25])([F:24])[F:23])[CH:19]=[C:18]([SH:26])[CH:17]=2)=[C:4]([O:29][CH3:30])[CH:3]=1.CCN(C(C)C)C(C)C.Br[CH2:41][CH2:42][C:43]([O:45][CH3:46])=[O:44].[NH4+].[Cl-], predict the reaction product. The product is: [CH3:46][O:45][C:43](=[O:44])[CH2:42][CH2:41][S:26][C:18]1[CH:19]=[C:20]([C:22]([F:25])([F:24])[F:23])[CH:21]=[C:16]([C:15](=[O:27])[N:14]([C:9]2[CH:10]=[N:11][CH:12]=[CH:13][C:8]=2[C:5]2[CH:6]=[CH:7][C:2]([F:1])=[CH:3][C:4]=2[O:29][CH3:30])[CH3:28])[CH:17]=1.